Dataset: Reaction yield outcomes from USPTO patents with 853,638 reactions. Task: Predict the reaction yield, written as a fraction of the theoretical maximum amount of product (1.0 means a 100% yield; for example, 0.34 means a 34% yield). (1) The yield is 0.870. The catalyst is CO. The reactants are [F:1][C:2]1[CH:7]=[CH:6][C:5]([NH:8]/[N:9]=[CH:10]/[CH:11]=[C:12]2[C:17](=[O:18])[O:16]C(C)(C)[O:14][C:13]2=O)=[CH:4][CH:3]=1.C[O-].[Na+].Cl. The product is [F:1][C:2]1[CH:7]=[CH:6][C:5]([N:8]2[C:13](=[O:14])[C:12]([C:17]([OH:16])=[O:18])=[CH:11][CH:10]=[N:9]2)=[CH:4][CH:3]=1. (2) The reactants are [F:1][C:2]1[CH:7]=[CH:6][C:5]([C:8](=[O:18])[CH2:9][C:10]2[CH:15]=[CH:14][C:13](SC)=[CH:12][CH:11]=2)=[CH:4][CH:3]=1.O[O:20][S:21]([O-:23])=O.[K+].[CH3:25]O. The catalyst is O1CCCC1.O. The product is [F:1][C:2]1[CH:3]=[CH:4][C:5]([C:8](=[O:18])[CH2:9][C:10]2[CH:11]=[CH:12][C:13]([S:21]([CH3:25])(=[O:23])=[O:20])=[CH:14][CH:15]=2)=[CH:6][CH:7]=1. The yield is 0.800.